From a dataset of Full USPTO retrosynthesis dataset with 1.9M reactions from patents (1976-2016). Predict the reactants needed to synthesize the given product. (1) Given the product [C:23]([O:27][C:28](=[O:43])[N:29]([CH2:33][C:34]1[CH:39]=[C:38]([CH2:40][O:41][C:15](=[O:3])[NH:16][CH3:20])[CH:37]=[CH:36][C:35]=1[Cl:42])[CH:30]1[CH2:31][CH2:32]1)([CH3:26])([CH3:24])[CH3:25], predict the reactants needed to synthesize it. The reactants are: ClC(OC1C=CC([N+]([O-])=O)=CC=1)=[O:3].C[CH2:15][N:16]([CH:20](C)C)C(C)C.[C:23]([O:27][C:28](=[O:43])[N:29]([CH2:33][C:34]1[CH:39]=[C:38]([CH2:40][OH:41])[CH:37]=[CH:36][C:35]=1[Cl:42])[CH:30]1[CH2:32][CH2:31]1)([CH3:26])([CH3:25])[CH3:24].CN. (2) Given the product [N:14]1[CH:19]=[CH:18][CH:17]=[CH:16][C:15]=1[C:20]1[CH:21]=[CH:22][C:23]([CH2:24][NH:1][C:2]2[CH:3]=[CH:4][C:5]([C@@H:8]3[CH2:10][C@H:9]3[C:11]([OH:13])=[O:12])=[CH:6][CH:7]=2)=[CH:26][CH:27]=1, predict the reactants needed to synthesize it. The reactants are: [NH2:1][C:2]1[CH:7]=[CH:6][C:5]([C@@H:8]2[CH2:10][C@H:9]2[C:11]([OH:13])=[O:12])=[CH:4][CH:3]=1.[N:14]1[CH:19]=[CH:18][CH:17]=[CH:16][C:15]=1[C:20]1[CH:27]=[CH:26][C:23]([CH:24]=O)=[CH:22][CH:21]=1.[BH-](OC(C)=O)(OC(C)=O)OC(C)=O.[Na+].O.